From a dataset of CYP3A4 substrate classification data from Carbon-Mangels et al.. Regression/Classification. Given a drug SMILES string, predict its absorption, distribution, metabolism, or excretion properties. Task type varies by dataset: regression for continuous measurements (e.g., permeability, clearance, half-life) or binary classification for categorical outcomes (e.g., BBB penetration, CYP inhibition). Dataset: cyp3a4_substrate_carbonmangels. (1) The compound is CC(C)=CCN1CC[C@]2(C)c3cc(O)ccc3C[C@H]1[C@H]2C. The result is 0 (non-substrate). (2) The compound is CC(C)C[C@H]1C(=O)N2CCC[C@H]2[C@]2(O)O[C@](NC(=O)[C@@H]3C=C4c5cccc6[nH]c(Br)c(c56)C[C@H]4N(C)C3)(C(C)C)C(=O)N12. The result is 1 (substrate).